Dataset: Forward reaction prediction with 1.9M reactions from USPTO patents (1976-2016). Task: Predict the product of the given reaction. Given the reactants [C:1]([OH:9])(=[O:8])[C:2]1[CH:7]=[CH:6][CH:5]=[CH:4][CH:3]=1.[CH3:10][C:11]1([CH3:37])[CH2:20][CH2:19][CH:18]([OH:21])[C:17]2[CH:16]=[C:15](C3C=C4C(=CC=3)C=C(C(OCC)=O)C=C4)[CH:14]=[CH:13][C:12]1=2, predict the reaction product. The product is: [CH3:10][C:11]1([CH3:37])[CH2:20][CH:19]([C:2]2[CH:1]=[C:5]3[C:6](=[CH:4][CH:3]=2)[CH:7]=[C:2]([C:1]([OH:9])=[O:8])[CH:3]=[CH:4]3)[CH:18]([OH:21])[C:17]2[CH:16]=[CH:15][CH:14]=[CH:13][C:12]1=2.